This data is from Catalyst prediction with 721,799 reactions and 888 catalyst types from USPTO. The task is: Predict which catalyst facilitates the given reaction. (1) Reactant: [CH3:1][O:2][C:3]([CH:5]1[CH2:13][C:12]2[C:7](=[CH:8][C:9]([O:14][CH3:15])=[CH:10][CH:11]=2)[N:6]1[C:16]1([CH2:27][C:28]2[CH:33]=[CH:32][CH:31]=[C:30]([Cl:34])[CH:29]=2)[C:24]2[C:19](=[CH:20][C:21]([Cl:25])=[CH:22][CH:23]=2)[NH:18][C:17]1=[O:26])=[O:4].C(C1C(=O)C(Cl)=C(Cl)C(=O)C=1C#N)#N. Product: [CH3:1][O:2][C:3]([C:5]1[N:6]([C:16]2([CH2:27][C:28]3[CH:33]=[CH:32][CH:31]=[C:30]([Cl:34])[CH:29]=3)[C:24]3[C:19](=[CH:20][C:21]([Cl:25])=[CH:22][CH:23]=3)[NH:18][C:17]2=[O:26])[C:7]2[C:12]([CH:13]=1)=[CH:11][CH:10]=[C:9]([O:14][CH3:15])[CH:8]=2)=[O:4]. The catalyst class is: 11. (2) Reactant: [Cl:1][CH2:2][C:3]1[CH:8]=[CH:7][N:6]=[C:5]([NH2:9])[CH:4]=1.C[N:11]([CH:13](OC)OC)C.N[OH:19].Cl. Product: [Cl:1][CH2:2][C:3]1[CH:8]=[CH:7][N:6]=[C:5]([NH:9][CH:13]=[N:11][OH:19])[CH:4]=1. The catalyst class is: 41. (3) Reactant: [NH2:1][C:2]1[CH:7]=[CH:6][C:5]([S:8]([CH2:11][C:12]([CH2:17][OH:18])([CH2:15][OH:16])[CH2:13][OH:14])(=[O:10])=[O:9])=[C:4]([O:19][CH3:20])[CH:3]=1.[C:21]([C:25]1[CH:26]=[C:27]([NH:38][C:39]([NH:41][C:42]2[C:51]3[C:46](=[CH:47][CH:48]=[CH:49][CH:50]=3)[C:45]([O:52][C:53]3[CH:58]=[CH:57][N:56]=[C:55](Cl)[CH:54]=3)=[CH:44][CH:43]=2)=[O:40])[C:28]([O:36][CH3:37])=[C:29]([NH:31][S:32]([CH3:35])(=[O:34])=[O:33])[CH:30]=1)([CH3:24])([CH3:23])[CH3:22].C([O-])([O-])=O.[K+].[K+].CC(C1C=C(C(C)C)C(C2C(P(C3CCCCC3)C3CCCCC3)=C(OC)C=CC=2OC)=C(C(C)C)C=1)C. Product: [C:21]([C:25]1[CH:26]=[C:27]([NH:38][C:39]([NH:41][C:42]2[C:51]3[C:46](=[CH:47][CH:48]=[CH:49][CH:50]=3)[C:45]([O:52][C:53]3[CH:58]=[CH:57][N:56]=[C:55]([NH:1][C:2]4[CH:7]=[CH:6][C:5]([S:8]([CH2:11][C:12]([CH2:13][OH:14])([CH2:17][OH:18])[CH2:15][OH:16])(=[O:9])=[O:10])=[C:4]([O:19][CH3:20])[CH:3]=4)[CH:54]=3)=[CH:44][CH:43]=2)=[O:40])[C:28]([O:36][CH3:37])=[C:29]([NH:31][S:32]([CH3:35])(=[O:33])=[O:34])[CH:30]=1)([CH3:24])([CH3:22])[CH3:23]. The catalyst class is: 3. (4) Reactant: [Br:1][C:2]1[CH:3]=[C:4]2[C:8](=[CH:9][CH:10]=1)[NH:7][CH:6]=[CH:5]2.[BH3-]C#N.[Na+]. Product: [Br:1][C:2]1[CH:3]=[C:4]2[C:8](=[CH:9][CH:10]=1)[NH:7][CH2:6][CH2:5]2. The catalyst class is: 313. (5) Reactant: [CH3:1][O:2][C:3]1[C:8]([NH2:9])=[CH:7][C:6]([Br:10])=[CH:5][N:4]=1.[C:11]1([S:17](Cl)(=[O:19])=[O:18])[CH:16]=[CH:15][CH:14]=[CH:13][CH:12]=1. Product: [Br:10][C:6]1[CH:7]=[C:8]([NH:9][S:17]([C:11]2[CH:16]=[CH:15][CH:14]=[CH:13][CH:12]=2)(=[O:19])=[O:18])[C:3]([O:2][CH3:1])=[N:4][CH:5]=1. The catalyst class is: 17. (6) Reactant: [CH2:1]([O:8][C:9]1[N:14]=[C:13]([NH:15][CH2:16][C:17]2[CH:22]=[CH:21][C:20]([Cl:23])=[CH:19][CH:18]=2)[N:12]=[C:11]([NH:24][C:25]2[CH:34]=[CH:33][C:28]([C:29]([O:31]C)=[O:30])=[CH:27][CH:26]=2)[N:10]=1)[C:2]1[CH:7]=[CH:6][CH:5]=[CH:4][CH:3]=1.C(=O)([O-])[O-].[K+].[K+].Cl. Product: [CH2:1]([O:8][C:9]1[N:14]=[C:13]([NH:15][CH2:16][C:17]2[CH:22]=[CH:21][C:20]([Cl:23])=[CH:19][CH:18]=2)[N:12]=[C:11]([NH:24][C:25]2[CH:26]=[CH:27][C:28]([C:29]([OH:31])=[O:30])=[CH:33][CH:34]=2)[N:10]=1)[C:2]1[CH:3]=[CH:4][CH:5]=[CH:6][CH:7]=1. The catalyst class is: 95. (7) Reactant: C([Si]([O:8][CH2:9][CH2:10][O:11][CH2:12][CH:13]1[CH2:17][O:16][C:15]([CH3:19])([CH3:18])[O:14]1)(C)C)(C)(C)C.[F-].C([N+](CCCC)(CCCC)CCCC)CCC.[Cl-].[NH4+].[CH3:40][S:41](Cl)(=[O:43])=[O:42]. Product: [CH3:40][S:41]([O:8][CH2:9][CH2:10][O:11][CH2:12][CH:13]1[CH2:17][O:16][C:15]([CH3:19])([CH3:18])[O:14]1)(=[O:43])=[O:42]. The catalyst class is: 571.